Predict the product of the given reaction. From a dataset of Forward reaction prediction with 1.9M reactions from USPTO patents (1976-2016). (1) Given the reactants Br[CH2:2][CH2:3][CH2:4][CH2:5][CH2:6][CH2:7][C:8]([O:10][CH2:11][CH3:12])=[O:9].[CH3:13][NH:14][CH2:15][C:16]1[CH:21]=[CH:20][CH:19]=[CH:18][CH:17]=1.C(=O)([O-])[O-].[K+].[K+], predict the reaction product. The product is: [CH2:15]([N:14]([CH3:13])[CH2:2][CH2:3][CH2:4][CH2:5][CH2:6][CH2:7][C:8]([O:10][CH2:11][CH3:12])=[O:9])[C:16]1[CH:21]=[CH:20][CH:19]=[CH:18][CH:17]=1. (2) Given the reactants [CH2:1]([C:4]1([CH2:30][CH:31]=[CH2:32])[C:28](=[O:29])[N:7]2[CH2:8][CH2:9][N:10](C(OC(C)(C)C)=O)[C@H:11]([C:12]3[CH:17]=[CH:16][C:15]([O:18][CH3:19])=[CH:14][C:13]=3[CH3:20])[C@@H:6]2[CH2:5]1)[CH:2]=[CH2:3].Cl.CO.[OH-].[Na+], predict the reaction product. The product is: [CH2:30]([C:4]1([CH2:1][CH:2]=[CH2:3])[C:28](=[O:29])[N:7]2[CH2:8][CH2:9][NH:10][C@@H:11]([C:12]3[CH:17]=[CH:16][C:15]([O:18][CH3:19])=[CH:14][C:13]=3[CH3:20])[C@@H:6]2[CH2:5]1)[CH:31]=[CH2:32]. (3) The product is: [CH2:11]([O:1][C:2]1[CH:3]=[C:4]([CH:7]=[CH:8][C:9]=1[O:22][CH2:19][C:2]1[CH:3]=[CH:4][CH:7]=[CH:8][CH:9]=1)[CH:5]=[O:6])[C:12]1[CH:17]=[CH:16][CH:15]=[CH:14][CH:13]=1. Given the reactants [OH:1][C:2]1[CH:3]=[C:4]([CH:7]=[CH:8][C:9]=1O)[CH:5]=[O:6].[CH2:11](Br)[C:12]1[CH:17]=[CH:16][CH:15]=[CH:14][CH:13]=1.[C:19](=[O:22])([O-])[O-].[K+].[K+].CN(C=O)C, predict the reaction product. (4) Given the reactants [F:1][C:2]1[CH:3]=[C:4]([C:10]2[C:18]3[C:13](=[N:14][CH:15]=[N:16][C:17]=3[NH2:19])[N:12]([CH2:20][CH2:21][NH:22][C:23]3[CH:28]=[CH:27][CH:26]=[CH:25][CH:24]=3)[N:11]=2)[CH:5]=[C:6]([O:8]C)[CH:7]=1.B(Br)(Br)Br.C(=O)(O)[O-].[Na+], predict the reaction product. The product is: [NH2:19][C:17]1[N:16]=[CH:15][N:14]=[C:13]2[N:12]([CH2:20][CH2:21][NH:22][C:23]3[CH:28]=[CH:27][CH:26]=[CH:25][CH:24]=3)[N:11]=[C:10]([C:4]3[CH:5]=[C:6]([OH:8])[CH:7]=[C:2]([F:1])[CH:3]=3)[C:18]=12. (5) Given the reactants [C:1]([N:8]1[CH2:13][CH2:12][CH2:11][C:10](=O)[CH2:9]1)([O:3][C:4]([CH3:7])([CH3:6])[CH3:5])=[O:2].[C:15]([O:19][C:20](=[O:23])[NH:21][NH2:22])([CH3:18])([CH3:17])[CH3:16], predict the reaction product. The product is: [C:15]([O:19][C:20]([NH:21]/[N:22]=[C:10]1/[CH2:9][N:8]([C:1]([O:3][C:4]([CH3:7])([CH3:6])[CH3:5])=[O:2])[CH2:13][CH2:12][CH2:11]/1)=[O:23])([CH3:18])([CH3:17])[CH3:16]. (6) Given the reactants [O:1]=[C:2]1[C:15]2[CH:14]=[CH:13][C:12]([C:16](Cl)=[O:17])=[CH:11][C:10]=2[O:9][C:8]2[C:3]1=[CH:4][CH:5]=[CH:6][CH:7]=2.[CH:19]([N:22]([CH:25]([CH3:27])C)CC)([CH3:21])C.N1CCCC1, predict the reaction product. The product is: [N:22]1([C:16]([C:12]2[CH:13]=[CH:14][C:15]3[C:2](=[O:1])[C:3]4[C:8]([O:9][C:10]=3[CH:11]=2)=[CH:7][CH:6]=[CH:5][CH:4]=4)=[O:17])[CH2:19][CH2:21][CH2:27][CH2:25]1.